Predict the reaction yield, written as a fraction of the theoretical maximum amount of product (1.0 means a 100% yield; for example, 0.34 means a 34% yield). From a dataset of Reaction yield outcomes from USPTO patents with 853,638 reactions. The reactants are [CH3:1][C:2]1[N:3]=[CH:4][N:5]([C:7]2[CH:14]=[CH:13][C:12]([N+:15]([O-])=O)=[CH:11][C:8]=2[C:9]#[N:10])[CH:6]=1. The catalyst is C(OCC)(=O)C.[Pd]. The product is [NH2:15][C:12]1[CH:13]=[CH:14][C:7]([N:5]2[CH:6]=[C:2]([CH3:1])[N:3]=[CH:4]2)=[C:8]([CH:11]=1)[C:9]#[N:10]. The yield is 0.800.